This data is from Full USPTO retrosynthesis dataset with 1.9M reactions from patents (1976-2016). The task is: Predict the reactants needed to synthesize the given product. (1) Given the product [C:49]([C:47]1[CH:48]=[C:44]([NH:43][C:42]([NH:28][C@@H:21]2[C:22]3[C:27](=[CH:26][CH:25]=[CH:24][CH:23]=3)[C@H:18]([O:17][C:14]3[CH:15]=[CH:16][C:11]4[N:12]([C:8]([C@@H:3]5[CH2:4][CH2:5][CH2:6][CH2:7][N:2]5[CH3:1])=[N:9][N:10]=4)[CH:13]=3)[CH2:19][CH2:20]2)=[O:41])[N:45]([C:53]2[CH:58]=[CH:57][C:56]([CH3:59])=[CH:55][CH:54]=2)[N:46]=1)([CH3:52])([CH3:50])[CH3:51], predict the reactants needed to synthesize it. The reactants are: [CH3:1][N:2]1[CH2:7][CH2:6][CH2:5][CH2:4][C@H:3]1[C:8]1[N:12]2[CH:13]=[C:14]([O:17][C@H:18]3[C:27]4[C:22](=[CH:23][CH:24]=[CH:25][CH:26]=4)[C@@H:21]([NH2:28])[CH2:20][CH2:19]3)[CH:15]=[CH:16][C:11]2=[N:10][N:9]=1.CCN(C(C)C)C(C)C.ClC(Cl)(Cl)C[O:41][C:42](=O)[NH:43][C:44]1[N:45]([C:53]2[CH:58]=[CH:57][C:56]([CH3:59])=[CH:55][CH:54]=2)[N:46]=[C:47]([C:49]([CH3:52])([CH3:51])[CH3:50])[CH:48]=1. (2) Given the product [NH2:43][C:40]1[N:41]=[CH:42][C:37]([C:2]2[CH:3]=[C:4]([CH:26]=[CH:27][CH:28]=2)[O:5][CH2:6][C:7]2[CH:25]=[CH:24][C:10]([C:11]([NH:13][CH2:14][C:15]3[C:16]([OH:23])=[N:17][C:18]([CH3:22])=[CH:19][C:20]=3[CH3:21])=[O:12])=[CH:9][CH:8]=2)=[CH:38][CH:39]=1, predict the reactants needed to synthesize it. The reactants are: Br[C:2]1[CH:3]=[C:4]([CH:26]=[CH:27][CH:28]=1)[O:5][CH2:6][C:7]1[CH:25]=[CH:24][C:10]([C:11]([NH:13][CH2:14][C:15]2[C:16]([OH:23])=[N:17][C:18]([CH3:22])=[CH:19][C:20]=2[CH3:21])=[O:12])=[CH:9][CH:8]=1.CC1(C)C(C)(C)OB([C:37]2[CH:38]=[CH:39][C:40]([NH2:43])=[N:41][CH:42]=2)O1.C(=O)([O-])[O-].[Na+].[Na+].